Dataset: Reaction yield outcomes from USPTO patents with 853,638 reactions. Task: Predict the reaction yield, written as a fraction of the theoretical maximum amount of product (1.0 means a 100% yield; for example, 0.34 means a 34% yield). (1) The reactants are [CH3:1][CH:2]([CH3:8])[CH2:3][CH:4]([OH:7])[C:5]#[CH:6].N1C=CN=C1.[Si:14](Cl)([C:17]([CH3:20])([CH3:19])[CH3:18])([CH3:16])[CH3:15].[NH4+].[Cl-]. The catalyst is CN(C=O)C.CCOC(C)=O. The product is [C:17]([Si:14]([O:7][CH:4]([CH2:3][CH:2]([CH3:8])[CH3:1])[C:5]#[CH:6])([CH3:16])[CH3:15])([CH3:20])([CH3:19])[CH3:18]. The yield is 0.975. (2) The reactants are [CH2:1]([N:8]1[CH2:13][C:12](=[O:14])[NH:11][C:10]2[CH:15]=[C:16]([CH2:19]O)[CH:17]=[N:18][C:9]1=2)[C:2]1[CH:7]=[CH:6][CH:5]=[CH:4][CH:3]=1.[I-].C(C[P+](C)(C)C)#N.C(N(C(C)C)C(C)C)C.Cl.[Cl:39][C:40]1[CH:45]=[CH:44][C:43]([N:46]2[CH2:51][CH2:50][NH:49][CH2:48][CH2:47]2)=[CH:42][CH:41]=1. The catalyst is C(#N)CC.O. The product is [CH2:1]([N:8]1[CH2:13][C:12](=[O:14])[NH:11][C:10]2[CH:15]=[C:16]([CH2:19][N:49]3[CH2:48][CH2:47][N:46]([C:43]4[CH:42]=[CH:41][C:40]([Cl:39])=[CH:45][CH:44]=4)[CH2:51][CH2:50]3)[CH:17]=[N:18][C:9]1=2)[C:2]1[CH:7]=[CH:6][CH:5]=[CH:4][CH:3]=1. The yield is 0.400. (3) The reactants are [CH3:1][S:2][C:3]1[CH:8]=[CH:7][C:6]([C:9]2[N:13]([C:14]3[CH:19]=[CH:18][CH:17]=[CH:16][N:15]=3)[N:12]=[C:11]([C:20]([O:22]C)=O)[CH:10]=2)=[CH:5][CH:4]=1.[Br:24][CH2:25]Br.C[Li]. The catalyst is C1COCC1. The product is [Br:24][CH2:25][C:20]([C:11]1[CH:10]=[C:9]([C:6]2[CH:5]=[CH:4][C:3]([S:2][CH3:1])=[CH:8][CH:7]=2)[N:13]([C:14]2[CH:19]=[CH:18][CH:17]=[CH:16][N:15]=2)[N:12]=1)=[O:22]. The yield is 0.690.